This data is from Forward reaction prediction with 1.9M reactions from USPTO patents (1976-2016). The task is: Predict the product of the given reaction. (1) The product is: [CH3:1][O:2][C:3]1[CH:4]=[C:5]2[C:14](=[CH:15][C:16]=1[O:17][CH3:18])[C@H:13]1[C@H:8]([CH2:9][CH2:10][CH2:11][CH2:12]1)[N+:7]([O-:37])=[C:6]2[C:19]1[CH:20]=[CH:21][C:22]([S:25]([CH3:28])(=[O:27])=[O:26])=[CH:23][CH:24]=1. Given the reactants [CH3:1][O:2][C:3]1[CH:4]=[C:5]2[C:14](=[CH:15][C:16]=1[O:17][CH3:18])[C@H:13]1[C@H:8]([CH2:9][CH2:10][CH2:11][CH2:12]1)[N:7]=[C:6]2[C:19]1[CH:24]=[CH:23][C:22]([S:25]([CH3:28])(=[O:27])=[O:26])=[CH:21][CH:20]=1.ClC1C=CC=C(C(OO)=[O:37])C=1, predict the reaction product. (2) Given the reactants [CH3:1][C:2]1[CH:7]=[C:6]([CH3:8])[NH:5][C:4](=[O:9])[C:3]=1[CH2:10][NH:11][C:12](=[O:37])[C:13]1[CH:18]=[C:17]([C:19]#[C:20][CH:21]2[CH2:26][CH2:25][NH:24][CH2:23][CH2:22]2)[CH:16]=[C:15]([N:27]([CH2:34][CH3:35])[CH:28]2[CH2:33][CH2:32][O:31][CH2:30][CH2:29]2)[C:14]=1[CH3:36].C=O.O.[C:41]([BH3-])#N.[Na+], predict the reaction product. The product is: [CH3:1][C:2]1[CH:7]=[C:6]([CH3:8])[NH:5][C:4](=[O:9])[C:3]=1[CH2:10][NH:11][C:12](=[O:37])[C:13]1[CH:18]=[C:17]([C:19]#[C:20][CH:21]2[CH2:26][CH2:25][N:24]([CH3:41])[CH2:23][CH2:22]2)[CH:16]=[C:15]([N:27]([CH2:34][CH3:35])[CH:28]2[CH2:33][CH2:32][O:31][CH2:30][CH2:29]2)[C:14]=1[CH3:36]. (3) Given the reactants [NH2:1][C:2]1[CH:7]=[C:6]([CH3:8])[CH:5]=[C:4]([CH3:9])[N:3]=1.CC(C)([O-])C.[K+].[Br:16][C:17]1[CH:18]=[C:19](F)[C:20]([C:23]#[N:24])=[N:21][CH:22]=1.Cl, predict the reaction product. The product is: [Br:16][C:17]1[CH:18]=[C:19]([NH:1][C:2]2[CH:7]=[C:6]([CH3:8])[CH:5]=[C:4]([CH3:9])[N:3]=2)[C:20]([C:23]#[N:24])=[N:21][CH:22]=1. (4) Given the reactants [N+:1]([C:4]1[CH:9]=[CH:8][C:7]([O:10][C:11]2[CH:16]=[CH:15][CH:14]=[C:13]([CH3:17])[C:12]=2[CH3:18])=[CH:6][CH:5]=1)([O-])=O.O.NN, predict the reaction product. The product is: [CH3:18][C:12]1[C:13]([CH3:17])=[CH:14][CH:15]=[CH:16][C:11]=1[O:10][C:7]1[CH:6]=[CH:5][C:4]([NH2:1])=[CH:9][CH:8]=1. (5) Given the reactants C([O:3][C:4](=[O:33])[CH2:5][O:6][C:7]1[CH:12]=[CH:11][C:10]([O:13][CH2:14][C:15]2[S:19][C:18]([C:20]3[CH:25]=[CH:24][C:23]([C:26]([F:29])([F:28])[F:27])=[CH:22][CH:21]=3)=[N:17][C:16]=2[CH2:30][CH3:31])=[C:9]([CH3:32])[CH:8]=1)C.[Li+].[OH-].Cl, predict the reaction product. The product is: [CH2:30]([C:16]1[N:17]=[C:18]([C:20]2[CH:21]=[CH:22][C:23]([C:26]([F:29])([F:28])[F:27])=[CH:24][CH:25]=2)[S:19][C:15]=1[CH2:14][O:13][C:10]1[CH:11]=[CH:12][C:7]([O:6][CH2:5][C:4]([OH:33])=[O:3])=[CH:8][C:9]=1[CH3:32])[CH3:31]. (6) The product is: [C:24]1([S:30]([CH:33]([CH2:44][CH:45]=[C:46]([CH3:54])[CH2:47][CH2:48][CH:49]=[C:50]([CH3:53])[CH2:51][OH:52])[CH:34]=[C:35]([CH3:43])[CH2:36][CH2:37][CH:38]=[C:39]([CH3:42])[CH2:40][OH:41])(=[O:32])=[O:31])[CH:25]=[CH:26][CH:27]=[CH:28][CH:29]=1. Given the reactants C(O)(=O)C1C(=CC=CC=1)O.C(OO)(C)(C)C.C1(C)C=CC=CC=1.[C:24]1([S:30]([CH:33]([CH2:44][CH:45]=[C:46]([CH3:54])[CH2:47][CH2:48][CH:49]=[C:50]([CH3:53])[CH:51]=[O:52])[CH:34]=[C:35]([CH3:43])[CH2:36][CH2:37][CH:38]=[C:39]([CH3:42])[CH:40]=[O:41])(=[O:32])=[O:31])[CH:29]=[CH:28][CH:27]=[CH:26][CH:25]=1, predict the reaction product.